This data is from Forward reaction prediction with 1.9M reactions from USPTO patents (1976-2016). The task is: Predict the product of the given reaction. (1) Given the reactants [O:1]1[CH2:6][CH:5]=[C:4]([C:7]2[CH:20]=[C:19]([F:21])[C:18]3[O:17][C:16]4[C:11](=[CH:12][C:13]([C:22]5[C:23]([F:28])=[N:24][CH:25]=[CH:26][CH:27]=5)=[CH:14][CH:15]=4)[C@:10]4([N:33]=[C:32]([NH2:34])[CH2:31][O:30][CH2:29]4)[C:9]=3[CH:8]=2)[CH2:3][CH2:2]1.[H][H], predict the reaction product. The product is: [F:21][C:19]1[C:18]2[O:17][C:16]3[C:11](=[CH:12][C:13]([C:22]4[C:23]([F:28])=[N:24][CH:25]=[CH:26][CH:27]=4)=[CH:14][CH:15]=3)[C@:10]3([N:33]=[C:32]([NH2:34])[CH2:31][O:30][CH2:29]3)[C:9]=2[CH:8]=[C:7]([CH:4]2[CH2:5][CH2:6][O:1][CH2:2][CH2:3]2)[CH:20]=1. (2) Given the reactants [Cl:1][C:2]1[CH:7]=[CH:6][C:5]([F:8])=[CH:4][C:3]=1[N:9]1[CH2:16][CH:15]2[CH:11]([CH2:12][N:13]([C:17]3[CH:21]=[C:20]([C:22]4[N:23]=[N:24][NH:25][N:26]=4)[O:19][N:18]=3)[CH2:14]2)[CH2:10]1.C1COCC1.Br[CH2:33][C:34]([O:36][C:37]([CH3:40])([CH3:39])[CH3:38])=[O:35].C(N(CC)CC)C, predict the reaction product. The product is: [Cl:1][C:2]1[CH:7]=[CH:6][C:5]([F:8])=[CH:4][C:3]=1[N:9]1[CH2:10][CH:11]2[CH2:12][N:13]([C:17]3[CH:21]=[C:20]([C:22]4[N:23]=[N:24][N:25]([CH2:33][C:34]([O:36][C:37]([CH3:40])([CH3:39])[CH3:38])=[O:35])[N:26]=4)[O:19][N:18]=3)[CH2:14][CH:15]2[CH2:16]1. (3) Given the reactants CC1(C)C(C)(C)OB([C:9]2[CH:10]=[C:11]([NH:15][C:16]([CH:18]3[CH2:20][CH2:19]3)=[O:17])[CH:12]=[CH:13][CH:14]=2)O1.[CH2:22]([O:29][C:30]([N:32]1[CH2:36][CH2:35][CH2:34][CH:33]1[C:37]1[CH:42]=[CH:41][C:40](Br)=[CH:39][CH:38]=1)=[O:31])[C:23]1[CH:28]=[CH:27][CH:26]=[CH:25][CH:24]=1.CN(C=O)C, predict the reaction product. The product is: [CH2:22]([O:29][C:30]([N:32]1[CH2:36][CH2:35][CH2:34][CH:33]1[C:37]1[CH:42]=[CH:41][C:40]([C:9]2[CH:14]=[CH:13][CH:12]=[C:11]([NH:15][C:16]([CH:18]3[CH2:19][CH2:20]3)=[O:17])[CH:10]=2)=[CH:39][CH:38]=1)=[O:31])[C:23]1[CH:24]=[CH:25][CH:26]=[CH:27][CH:28]=1. (4) Given the reactants Br[C:2]1[CH:3]=[C:4]([O:10][CH3:11])[C:5]([O:8][CH3:9])=[N:6][CH:7]=1.[C:12]([Si:14]([CH3:17])([CH3:16])[CH3:15])#[CH:13], predict the reaction product. The product is: [CH3:9][O:8][C:5]1[C:4]([O:10][CH3:11])=[CH:3][C:2]([C:13]#[C:12][Si:14]([CH3:17])([CH3:16])[CH3:15])=[CH:7][N:6]=1. (5) Given the reactants [NH2:1][CH2:2][C@H:3]1[CH2:7][CH2:6][CH2:5][C@@H:4]1[NH:8][C:9]1[CH:18]=[C:17]([CH3:19])[C:16]2[C:11](=[CH:12][CH:13]=[C:14]([O:20][CH3:21])[CH:15]=2)[N:10]=1.[CH3:22][N:23]1[C:31]2[C:26](=[CH:27][CH:28]=[CH:29][CH:30]=2)[C:25]([CH:32]=O)=[CH:24]1.[BH4-].[Na+].Cl.[OH-].[Na+], predict the reaction product. The product is: [CH3:21][O:20][C:14]1[CH:15]=[C:16]2[C:11](=[CH:12][CH:13]=1)[N:10]=[C:9]([NH:8][C@H:4]1[CH2:5][CH2:6][CH2:7][C@@H:3]1[CH2:2][NH:1][CH2:32][C:25]1[C:26]3[C:31](=[CH:30][CH:29]=[CH:28][CH:27]=3)[N:23]([CH3:22])[CH:24]=1)[CH:18]=[C:17]2[CH3:19]. (6) Given the reactants ClC1C=CC(OCC2CCNCC2C2C=CC(Cl)=CC=2)=NC=1.Cl.C([N:31]1[CH2:36][CH2:35][C@@H:34]([C@@H:37]([O:39][C:40]2[CH:45]=[CH:44][C:43]([Cl:46])=[CH:42][N:41]=2)[CH3:38])[C@H:33]([C:47]2[CH:52]=[CH:51][C:50]([Cl:53])=[CH:49][CH:48]=2)[CH2:32]1)C1C=CC=CC=1, predict the reaction product. The product is: [Cl:46][C:43]1[CH:44]=[CH:45][C:40]([O:39][C@H:37]([C@@H:34]2[CH2:35][CH2:36][NH:31][CH2:32][C@H:33]2[C:47]2[CH:48]=[CH:49][C:50]([Cl:53])=[CH:51][CH:52]=2)[CH3:38])=[N:41][CH:42]=1.